Dataset: Forward reaction prediction with 1.9M reactions from USPTO patents (1976-2016). Task: Predict the product of the given reaction. (1) Given the reactants [C:1]([O:5][C:6]([N:8]1[C:12](B(O)O)=[CH:11][C:10]2[S:16][C:17]([Cl:19])=[CH:18][C:9]1=2)=[O:7])([CH3:4])([CH3:3])[CH3:2].Br[C:21]1[CH:22]=[C:23]([O:32][CH3:33])[C:24](=[CH:26]N(CC)CC)[N:25]=1.[O-:34]P([O-])([O-])=O.[K+].[K+].[K+].Cl, predict the reaction product. The product is: [Cl:19][C:17]1[S:16][C:10]2[CH:11]=[C:12]([C:21]3[NH:25][C:24]([CH:26]=[O:34])=[C:23]([O:32][CH3:33])[CH:22]=3)[N:8]([C:6]([O:5][C:1]([CH3:4])([CH3:3])[CH3:2])=[O:7])[C:9]=2[CH:18]=1. (2) Given the reactants [N:1]1([C:12](=[O:13])[C:11]2[NH:10][C:9](CCCC(O)=O)=[N:8][C:7]=2[N:5]([CH3:6])[C:3]1=[O:4])[CH3:2].CCN=C=NCCCN(C)C.Cl.C(CCN)CCC(O)=O.C(O)C(N)(CO)CO, predict the reaction product. The product is: [N:1]1([C:12](=[O:13])[C:11]2[NH:10][CH:9]=[N:8][C:7]=2[N:5]([CH3:6])[C:3]1=[O:4])[CH3:2]. (3) Given the reactants FC(F)(F)S([O:6][S:7]([C:10]([F:13])([F:12])[F:11])(=[O:9])=[O:8])(=O)=O.[F:16][C:17]1[C:21]2[CH:22]=[CH:23][CH:24]=[C:25](O)[C:20]=2[S:19][C:18]=1[CH2:27][C:28]1[CH:33]=[CH:32][CH:31]=[C:30]([C:34]([F:37])([F:36])[F:35])[CH:29]=1.Cl, predict the reaction product. The product is: [F:13][C:10]([F:11])([F:12])[S:7]([O:6][C:25]1[C:20]2[S:19][C:18]([CH2:27][C:28]3[CH:33]=[CH:32][CH:31]=[C:30]([C:34]([F:37])([F:35])[F:36])[CH:29]=3)=[C:17]([F:16])[C:21]=2[CH:22]=[CH:23][CH:24]=1)(=[O:8])=[O:9]. (4) Given the reactants C([O:4][C:5]1[CH:25]=[CH:24][C:8]([C:9]([N:11]2[CH2:16][CH2:15][N:14]([C:17]([O:19][C:20]([CH3:23])([CH3:22])[CH3:21])=[O:18])[CH2:13][CH2:12]2)=[O:10])=[CH:7][CH:6]=1)(=O)C.C(=O)([O-])[O-].[K+].[K+], predict the reaction product. The product is: [OH:4][C:5]1[CH:6]=[CH:7][C:8]([C:9]([N:11]2[CH2:12][CH2:13][N:14]([C:17]([O:19][C:20]([CH3:21])([CH3:23])[CH3:22])=[O:18])[CH2:15][CH2:16]2)=[O:10])=[CH:24][CH:25]=1. (5) Given the reactants Cl[C:2]1[CH:7]=[CH:6][C:5]([Cl:8])=[CH:4][N:3]=1.[C:9]([N:12]1[C:21]2[C:16](=[CH:17][C:18]([C:22]3[CH:27]=[CH:26][C:25]([CH2:28][N:29]4[CH2:34][CH2:33][CH2:32][CH2:31][CH2:30]4)=[CH:24][CH:23]=3)=[CH:19][CH:20]=2)[C@H:15]([NH2:35])[CH2:14][C@@H:13]1[CH3:36])(=[O:11])[CH3:10].C1C=CC(P(C2C(C3C(P(C4C=CC=CC=4)C4C=CC=CC=4)=CC=C4C=3C=CC=C4)=C3C(C=CC=C3)=CC=2)C2C=CC=CC=2)=CC=1.CC(C)([O-:86])C.[Na+], predict the reaction product. The product is: [CH:9]([OH:11])=[O:86].[C:9]([N:12]1[C:21]2[C:16](=[CH:17][C:18]([C:22]3[CH:27]=[CH:26][C:25]([CH2:28][N:29]4[CH2:34][CH2:33][CH2:32][CH2:31][CH2:30]4)=[CH:24][CH:23]=3)=[CH:19][CH:20]=2)[C@H:15]([NH:35][C:2]2[CH:7]=[CH:6][C:5]([Cl:8])=[CH:4][N:3]=2)[CH2:14][C@@H:13]1[CH3:36])(=[O:11])[CH3:10].